Dataset: Forward reaction prediction with 1.9M reactions from USPTO patents (1976-2016). Task: Predict the product of the given reaction. Given the reactants Br[C:2]1[N:7]=[CH:6][C:5]([C:8]([N:10]2[CH2:15][CH2:14][N:13]([C:16]3[C:21]([CH3:22])=[CH:20][C:19]([CH2:23][CH3:24])=[CH:18][N:17]=3)[CH2:12][CH2:11]2)=[O:9])=[CH:4][CH:3]=1.[O:25]1[CH2:29][CH2:28][NH:27][C:26]1=[O:30], predict the reaction product. The product is: [CH2:23]([C:19]1[CH:20]=[C:21]([CH3:22])[C:16]([N:13]2[CH2:14][CH2:15][N:10]([C:8]([C:5]3[CH:4]=[CH:3][C:2]([N:27]4[CH2:28][CH2:29][O:25][C:26]4=[O:30])=[N:7][CH:6]=3)=[O:9])[CH2:11][CH2:12]2)=[N:17][CH:18]=1)[CH3:24].